This data is from Reaction yield outcomes from USPTO patents with 853,638 reactions. The task is: Predict the reaction yield, written as a fraction of the theoretical maximum amount of product (1.0 means a 100% yield; for example, 0.34 means a 34% yield). The reactants are [CH3:1][C:2]1[N:11]=[C:10]([C:12]2[CH:13]=[N:14][N:15](C)[CH:16]=2)[C:9]2[CH2:8][CH2:7][C@H:6]3[C@H:18]([CH3:25])[C:19](=[O:24])[C:20]([C:22]#[N:23])=[CH:21][C@:5]3([C:26]3[CH:31]=[CH:30][CH:29]=[CH:28][CH:27]=3)[C:4]=2[N:3]=1.C(N(CC)CC)C.[C:39](Cl)(=[O:41])[CH3:40]. The catalyst is ClCCl. The product is [C:39]([N:14]1[CH:13]=[C:12]([C:10]2[C:9]3[CH2:8][CH2:7][C@H:6]4[C@H:18]([CH3:25])[C:19](=[O:24])[C:20]([C:22]#[N:23])=[CH:21][C@:5]4([C:26]4[CH:27]=[CH:28][CH:29]=[CH:30][CH:31]=4)[C:4]=3[N:3]=[C:2]([CH3:1])[N:11]=2)[CH:16]=[N:15]1)(=[O:41])[CH3:40]. The yield is 0.336.